The task is: Predict the product of the given reaction.. This data is from Forward reaction prediction with 1.9M reactions from USPTO patents (1976-2016). Given the reactants [H-].[Na+].[Cl:3][C:4]1[CH:9]=[C:8]([NH:10][C:11]2[CH:12]=[N:13][CH:14]=[N:15][CH:16]=2)[CH:7]=[C:6]([Cl:17])[N:5]=1.[CH3:18]I, predict the reaction product. The product is: [Cl:17][C:6]1[CH:7]=[C:8]([N:10]([CH3:18])[C:11]2[CH:16]=[N:15][CH:14]=[N:13][CH:12]=2)[CH:9]=[C:4]([Cl:3])[N:5]=1.